This data is from Forward reaction prediction with 1.9M reactions from USPTO patents (1976-2016). The task is: Predict the product of the given reaction. Given the reactants O[CH2:2][CH:3]([NH:8][C:9](=[O:15])[O:10][C:11]([CH3:14])([CH3:13])[CH3:12])[CH2:4][CH2:5][S:6][CH3:7].[C:16]1(=[O:26])[NH:20][C:19](=[O:21])[C:18]2=[CH:22][CH:23]=[CH:24][CH:25]=[C:17]12.C1(P(C2C=CC=CC=2)C2C=CC=CC=2)C=CC=CC=1.CCOC(/N=N/C(OCC)=O)=O, predict the reaction product. The product is: [O:21]=[C:19]1[C:18]2[C:17](=[CH:25][CH:24]=[CH:23][CH:22]=2)[C:16](=[O:26])[N:20]1[CH2:2][CH:3]([NH:8][C:9](=[O:15])[O:10][C:11]([CH3:14])([CH3:13])[CH3:12])[CH2:4][CH2:5][S:6][CH3:7].